Dataset: Experimentally validated miRNA-target interactions with 360,000+ pairs, plus equal number of negative samples. Task: Binary Classification. Given a miRNA mature sequence and a target amino acid sequence, predict their likelihood of interaction. (1) The miRNA is hsa-miR-4696 with sequence UGCAAGACGGAUACUGUCAUCU. The protein sequence of the target gene is MAEEVSTLMKATVLMRQPGRVQEIVGALRKGGGDRLQVISDFDMTLSRFAYNGKRCPSSYNILDNSKIISEECRKELTALLHHYYPIEIDPHRTVKEKLPHMVEWWTKAHNLLCQQKIQKFQIAQVVRESNAMLREGYKTFFNTLYHNNIPLFIFSAGIGDILEEIIRQMKVFHPNIHIVSNYMDFNEDGFLQGFKGQLIHTYNKNSSACENSGYFQQLEGKTNVILLGDSIGDLTMADGVPGVQNILKIGFLNDKVEERRERYMDSYDIVLEKDETLDVVNGLLQHILCQGVQLEMQGP.... Result: 0 (no interaction). (2) The miRNA is hsa-miR-6815-5p with sequence UAGGUGGCGCCGGAGGAGUCAUU. The protein sequence of the target gene is MTSPSPRIQIISTDSAVASPQRIQIVTDQQTGQKIQIVTAVDASGSSKQQFILTSPDGAGTGKVILASPETSSAKQLIFTTSDNLVPGRIQIVTDSASVERLLGKADVQRPQVVEYCVVCGDKASGRHYGAVSCEGCKGFFKRSVRKNLTYSCRSSQDCIINKHHRNRCQFCRLKKCLEMGMKMESVQSERKPFDVQREKPSNCAASTEKIYIRKDLRSPLIATPTFVADKDGARQTGLLDPGMLVNIQQPLIREDGTVLLAADSKAETSQGALGTLANVVTSLANLSESLNNGDASEMQ.... Result: 0 (no interaction). (3) The miRNA is hsa-miR-1271-3p with sequence AGUGCCUGCUAUGUGCCAGGCA. The protein sequence of the target gene is MEKILQMAEGIDIGEMPSYDLVLSKPSKGQKRHLSTCDGQNPPKKQAGSKFHARPRFEPVHFVASSSKDERQEDPYGPQTKEVNEQTHFASMPRDIYQDYTQDSFSIQDGNSQYCDSSGFILTKDQPVTANMYFDSGNPAPSTTSQQANSQSTPEPSPSQTFPESVVAEKQYFIEKLTATIWKNLSNPEMTSGSDKINYTYMLTRCIQACKTNPEYIYAPLKEIPPADIPKNKKLLTDGYACEVRCQNIYLTTGYAGSKNGSRDRATELAVKLLQKRIEVRVVRRKFKHTFGEDLVVCQI.... Result: 1 (interaction). (4) The miRNA is hsa-miR-4431 with sequence GCGACUCUGAAAACUAGAAGGU. The protein sequence of the target gene is MLWVLVGAVLPVMLLAAPPPINKLALFPDKSAWCEAKNITQIVGHSGCEAKSIQNRACLGQCFSYSVPNTFPQSTESLVHCDSCMPAQSMWEIVTLECPGHEEVPRVDKLVEKIVHCSCQACGKEPSHEGLNVYVQGEDSPGSQPGPHSHAHPHPGGQTPEPEEPPGAPQVEEEGAED. Result: 0 (no interaction).